From a dataset of Catalyst prediction with 721,799 reactions and 888 catalyst types from USPTO. Predict which catalyst facilitates the given reaction. Reactant: [CH3:1][N:2]1[CH:7]2[CH2:8][CH2:9][CH2:10][CH:3]1[CH2:4][CH:5]([CH2:11][C:12]([C:21]1[CH:26]=[CH:25][CH:24]=[CH:23][C:22]=1[CH3:27])([C:14]1[CH:19]=[CH:18][CH:17]=[CH:16][C:15]=1[CH3:20])O)[CH2:6]2.Cl. Product: [CH3:27][C:22]1[CH:23]=[CH:24][CH:25]=[CH:26][C:21]=1[C:12]([C:14]1[CH:19]=[CH:18][CH:17]=[CH:16][C:15]=1[CH3:20])=[CH:11][CH:5]1[CH2:4][CH:3]2[N:2]([CH3:1])[CH:7]([CH2:8][CH2:9][CH2:10]2)[CH2:6]1. The catalyst class is: 2.